Dataset: NCI-60 drug combinations with 297,098 pairs across 59 cell lines. Task: Regression. Given two drug SMILES strings and cell line genomic features, predict the synergy score measuring deviation from expected non-interaction effect. Drug 1: CC1=C2C(C(=O)C3(C(CC4C(C3C(C(C2(C)C)(CC1OC(=O)C(C(C5=CC=CC=C5)NC(=O)C6=CC=CC=C6)O)O)OC(=O)C7=CC=CC=C7)(CO4)OC(=O)C)O)C)OC(=O)C. Drug 2: CCCCC(=O)OCC(=O)C1(CC(C2=C(C1)C(=C3C(=C2O)C(=O)C4=C(C3=O)C=CC=C4OC)O)OC5CC(C(C(O5)C)O)NC(=O)C(F)(F)F)O. Cell line: MOLT-4. Synergy scores: CSS=52.4, Synergy_ZIP=-2.94, Synergy_Bliss=-8.74, Synergy_Loewe=-9.92, Synergy_HSA=-8.26.